From a dataset of Full USPTO retrosynthesis dataset with 1.9M reactions from patents (1976-2016). Predict the reactants needed to synthesize the given product. (1) Given the product [Cl:1][C:2]1[CH:3]=[C:4]([C@@H:9]([C@H:10]2[CH2:14][CH2:13][CH2:12][N:11]2[CH3:15])[N:22]2[C:23](=[O:32])[C:24]3[C:29](=[CH:28][CH:27]=[CH:26][CH:25]=3)[C:30]2=[O:31])[CH:5]=[CH:6][C:7]=1[Cl:8], predict the reactants needed to synthesize it. The reactants are: [Cl:1][C:2]1[CH:3]=[C:4]([C@H:9]([N:22]2[C:30](=[O:31])[C:29]3[C:24](=[CH:25][CH:26]=[CH:27][CH:28]=3)[C:23]2=[O:32])[C@H:10]2[CH2:14][CH2:13][CH2:12][N:11]2[C:15](OC(C)(C)C)=O)[CH:5]=[CH:6][C:7]=1[Cl:8].C=O.[BH-](OC(C)=O)(OC(C)=O)OC(C)=O.[Na+]. (2) Given the product [NH2:1][C:2]1[CH:7]=[CH:6][CH:5]=[CH:4][C:3]=1[C:8]1[CH:13]=[CH:12][CH:11]=[CH:10][C:9]=1[N:14]([CH3:36])[C:15](=[O:33])[C:16]([C:19]1[CH:20]=[C:21]([C:29]([F:30])([F:31])[F:32])[CH:22]=[C:23]([C:25]([F:26])([F:27])[F:28])[CH:24]=1)([CH3:18])[CH3:17], predict the reactants needed to synthesize it. The reactants are: [NH2:1][C:2]1[CH:7]=[CH:6][CH:5]=[CH:4][C:3]=1[C:8]1[CH:13]=[CH:12][CH:11]=[CH:10][C:9]=1[NH:14][C:15](=[O:33])[C:16]([C:19]1[CH:24]=[C:23]([C:25]([F:28])([F:27])[F:26])[CH:22]=[C:21]([C:29]([F:32])([F:31])[F:30])[CH:20]=1)([CH3:18])[CH3:17].CI.[C:36](OCC)(=O)C.